Dataset: Full USPTO retrosynthesis dataset with 1.9M reactions from patents (1976-2016). Task: Predict the reactants needed to synthesize the given product. (1) Given the product [F:1][C:2]1[CH:10]=[C:9]2[C:5]([CH2:6][C:7](=[N:14][OH:15])[C:8]2=[O:11])=[C:4]([CH3:12])[CH:3]=1, predict the reactants needed to synthesize it. The reactants are: [F:1][C:2]1[CH:10]=[C:9]2[C:5]([CH2:6][CH2:7][C:8]2=[O:11])=[C:4]([CH3:12])[CH:3]=1.Cl.[N:14](OCCC(C)C)=[O:15]. (2) Given the product [OH:30][C@@H:28]([CH2:29][CH2:10][C:1]1[CH:6]=[CH:5][CH:4]=[CH:3][CH:2]=1)[CH2:27][O:26][S:23]([C:20]1[CH:21]=[CH:22][C:17]([CH3:16])=[CH:18][CH:19]=1)(=[O:25])=[O:24], predict the reactants needed to synthesize it. The reactants are: [C:1]1([Mg]C)[CH:6]=[CH:5][CH:4]=[CH:3][CH:2]=1.[Br-].[C:10](#N)C.C(=O)=O.[CH3:16][C:17]1[CH:22]=[CH:21][C:20]([S:23]([O:26][CH2:27][C@H:28]2[O:30][CH2:29]2)(=[O:25])=[O:24])=[CH:19][CH:18]=1. (3) Given the product [C:1]([O:5][C:6](=[O:25])[NH:7][C:8]1[CH:13]=[CH:12][C:11]([C:14]2[C:15]([F:23])=[C:16]3[C:17]([C:20]([NH2:21])=[N:27][NH:28]3)=[CH:18][CH:19]=2)=[CH:10][C:9]=1[F:24])([CH3:3])([CH3:4])[CH3:2], predict the reactants needed to synthesize it. The reactants are: [C:1]([O:5][C:6](=[O:25])[NH:7][C:8]1[CH:13]=[CH:12][C:11]([C:14]2[CH:19]=[CH:18][C:17]([C:20]#[N:21])=[C:16](F)[C:15]=2[F:23])=[CH:10][C:9]=1[F:24])([CH3:4])([CH3:3])[CH3:2].O.[NH2:27][NH2:28]. (4) Given the product [Cl:1][C:2]1[CH:3]=[CH:4][C:5]([CH2:6][C:7]2[N:8]=[C:9]([C:17]3[C:18]([CH3:28])=[N:19][N:20]4[CH:25]=[CH:24][C:23]([CH2:26][NH:27][C:37]([NH2:38])=[NH:32])=[CH:22][C:21]=34)[S:10][C:11]=2[C:12]2[NH:16][CH:15]=[N:14][N:13]=2)=[CH:29][CH:30]=1, predict the reactants needed to synthesize it. The reactants are: [Cl:1][C:2]1[CH:30]=[CH:29][C:5]([CH2:6][C:7]2[N:8]=[C:9]([C:17]3[C:18]([CH3:28])=[N:19][N:20]4[CH:25]=[CH:24][C:23]([CH2:26][NH2:27])=[CH:22][C:21]=34)[S:10][C:11]=2[C:12]2[NH:16][CH:15]=[N:14][N:13]=2)=[CH:4][CH:3]=1.Cl.[N:32]1([C:37](N)=[NH:38])C=CC=N1.C(N(CC)C(C)C)(C)C. (5) Given the product [F:1][C:2]1[CH:13]=[CH:12][C:11]([CH2:14][C:15]2[NH:16][C:17]([C:30]3[CH:35]=[CH:34][CH:33]=[C:32]([CH3:36])[N:31]=3)=[C:18]([C:20]3[CH:21]=[C:22]4[C:27](=[CH:28][CH:29]=3)[N:26]=[CH:25][CH:24]=[CH:23]4)[N:19]=2)=[CH:10][C:3]=1[O:4][CH2:5][C:6]([OH:8])=[O:7], predict the reactants needed to synthesize it. The reactants are: [F:1][C:2]1[CH:13]=[CH:12][C:11]([CH2:14][C:15]2[NH:16][C:17]([C:30]3[CH:35]=[CH:34][CH:33]=[C:32]([CH3:36])[N:31]=3)=[C:18]([C:20]3[CH:21]=[C:22]4[C:27](=[CH:28][CH:29]=3)[N:26]=[CH:25][CH:24]=[CH:23]4)[N:19]=2)=[CH:10][C:3]=1[O:4][CH2:5][C:6]([O:8]C)=[O:7].[OH-].[Na+].O. (6) Given the product [C:20]([O:19][C:15]([NH:16][N:17]=[C:2]1[CH2:7][CH2:6][N:5]([C:8]([O:10][C:11]([CH3:14])([CH3:13])[CH3:12])=[O:9])[CH2:4][CH2:3]1)=[O:18])([CH3:23])([CH3:22])[CH3:21], predict the reactants needed to synthesize it. The reactants are: O=[C:2]1[CH2:7][CH2:6][N:5]([C:8]([O:10][C:11]([CH3:14])([CH3:13])[CH3:12])=[O:9])[CH2:4][CH2:3]1.[C:15]([O:19][C:20]([CH3:23])([CH3:22])[CH3:21])(=[O:18])[NH:16][NH2:17]. (7) The reactants are: [O:1]1CCCC1.[CH2:6]([O:13][C:14](=[O:27])[NH:15][C@H:16]1[C@H:23]2[C@H:19]([O:20][C:21]([CH3:25])([CH3:24])[O:22]2)[C:18](=[CH2:26])[CH2:17]1)[C:7]1[CH:12]=[CH:11][CH:10]=[CH:9][CH:8]=1.[OH-].[Na+].OO. Given the product [CH2:6]([O:13][C:14](=[O:27])[NH:15][C@H:16]1[C@H:23]2[C@H:19]([O:20][C:21]([CH3:24])([CH3:25])[O:22]2)[C@H:18]([CH2:26][OH:1])[CH2:17]1)[C:7]1[CH:12]=[CH:11][CH:10]=[CH:9][CH:8]=1, predict the reactants needed to synthesize it. (8) The reactants are: CO[CH:3](OC)[CH:4](Cl)[CH3:5].Cl.CC([O-])=O.[Na+].[NH2:15][C:16]1[NH:21][C:20](=[O:22])[NH:19][C:18](=[O:23])[CH:17]=1. Given the product [CH3:5][C:4]1[C:17]2[C:18]([OH:23])=[N:19][C:20]([OH:22])=[N:21][C:16]=2[NH:15][CH:3]=1, predict the reactants needed to synthesize it. (9) Given the product [F:18][C:19]1[CH:20]=[CH:21][C:22]([N:25]2[CH:29]=[CH:28][C:27]([O:30][CH2:2][C:3]3[C:8]([O:9][CH3:10])=[CH:7][CH:6]=[CH:5][C:4]=3[N:11]3[C:15](=[O:16])[N:14]([CH3:17])[N:13]=[N:12]3)=[N:26]2)=[CH:23][CH:24]=1, predict the reactants needed to synthesize it. The reactants are: Br[CH2:2][C:3]1[C:8]([O:9][CH3:10])=[CH:7][CH:6]=[CH:5][C:4]=1[N:11]1[C:15](=[O:16])[N:14]([CH3:17])[N:13]=[N:12]1.[F:18][C:19]1[CH:24]=[CH:23][C:22]([N:25]2[CH:29]=[CH:28][C:27]([OH:30])=[N:26]2)=[CH:21][CH:20]=1.C(=O)([O-])[O-].[K+].[K+].C(#N)C.